This data is from Forward reaction prediction with 1.9M reactions from USPTO patents (1976-2016). The task is: Predict the product of the given reaction. (1) Given the reactants Cl.FC1C=C(C=CC=1)CN1C=C(C2C3C(=NC=C(C4C=CC(C5CCNCC5)=CC=4)C=3)N(S(C3C=CC(C)=CC=3)(=O)=O)C=2)C=N1.[F:46][C:47]1[CH:48]=[C:49]([CH:92]=[CH:93][CH:94]=1)[CH2:50][N:51]1[CH:55]=[C:54]([C:56]2[C:64]3[C:59](=[N:60][CH:61]=[C:62]([C:65]4[CH:66]=[C:67]([CH:79]=[CH:80][CH:81]=4)[CH2:68][CH:69]4[CH2:74][CH2:73][N:72]([CH2:75][C:76]([NH2:78])=[O:77])[CH2:71][CH2:70]4)[CH:63]=3)[N:58](S(C3C=CC(C)=CC=3)(=O)=O)[CH:57]=2)[CH:53]=[N:52]1.[OH-].[Li+], predict the reaction product. The product is: [F:46][C:47]1[CH:48]=[C:49]([CH:92]=[CH:93][CH:94]=1)[CH2:50][N:51]1[CH:55]=[C:54]([C:56]2[C:64]3[C:59](=[N:60][CH:61]=[C:62]([C:65]4[CH:66]=[C:67]([CH:79]=[CH:80][CH:81]=4)[CH2:68][CH:69]4[CH2:74][CH2:73][N:72]([CH2:75][C:76]([NH2:78])=[O:77])[CH2:71][CH2:70]4)[CH:63]=3)[NH:58][CH:57]=2)[CH:53]=[N:52]1. (2) The product is: [Na+:32].[S:27]1[CH:28]=[CH:29][C:25]([C:22]2[CH:21]=[CH:20][C:19]([O:18][C:15]3[CH:14]=[CH:13][C:12]([N:9]4[CH2:8][CH2:7][N:6]([CH2:5][CH2:4][C:3]([O-:30])=[O:2])[CH2:11][CH2:10]4)=[CH:17][CH:16]=3)=[CH:24][CH:23]=2)=[CH:26]1. Given the reactants C[O:2][C:3](=[O:30])[CH2:4][CH2:5][N:6]1[CH2:11][CH2:10][N:9]([C:12]2[CH:17]=[CH:16][C:15]([O:18][C:19]3[CH:24]=[CH:23][C:22]([C:25]4[CH:29]=[CH:28][S:27][CH:26]=4)=[CH:21][CH:20]=3)=[CH:14][CH:13]=2)[CH2:8][CH2:7]1.[OH-].[Na+:32], predict the reaction product. (3) Given the reactants [Cl:1][C:2]1[N:7]=[CH:6][C:5]([C:8]2[O:9][C:10]([CH3:26])=[C:11]([CH2:13][CH2:14][O:15]S(C3C=CC(C)=CC=3)(=O)=O)[N:12]=2)=[CH:4][CH:3]=1.[CH3:27][O:28][C:29](=[O:40])[CH2:30][CH2:31][C:32]1[CH:37]=[CH:36][C:35](O)=[CH:34][C:33]=1[CH3:39].C([O-])([O-])=O.[Cs+].[Cs+], predict the reaction product. The product is: [CH3:27][O:28][C:29](=[O:40])[CH2:30][CH2:31][C:32]1[CH:37]=[CH:36][C:35]([O:15][CH2:14][CH2:13][C:11]2[N:12]=[C:8]([C:5]3[CH:6]=[N:7][C:2]([Cl:1])=[CH:3][CH:4]=3)[O:9][C:10]=2[CH3:26])=[CH:34][C:33]=1[CH3:39]. (4) Given the reactants C1([C@:4]2([OH:12])[CH2:8][CH2:7][NH:6][C@H:5]2[CH:9](C)C)CC1.F[C:14]1[CH:21]=[CH:20][C:17]([C:18]#[N:19])=[C:16]([C:22]([F:25])([F:24])[F:23])[CH:15]=1.[C:26](=O)([O-])[O-].[Li+].[Li+], predict the reaction product. The product is: [OH:12][C@H:4]1[CH2:8][C@@H:7]([CH3:26])[N:6]([C:14]2[CH:21]=[CH:20][C:17]([C:18]#[N:19])=[C:16]([C:22]([F:25])([F:24])[F:23])[CH:15]=2)[C@H:5]1[CH3:9].